Dataset: Forward reaction prediction with 1.9M reactions from USPTO patents (1976-2016). Task: Predict the product of the given reaction. (1) The product is: [CH3:31][C:32]([CH3:36])([CH3:35])[CH2:33][NH:34][C:2]1[CH:3]=[C:4]([C:8]2[N:9]=[C:10]3[C:16]([C:17](=[O:22])[C:18]([CH3:21])([CH3:20])[CH3:19])=[CH:15][N:14]([CH2:23][O:24][CH2:25][CH2:26][Si:27]([CH3:30])([CH3:29])[CH3:28])[C:11]3=[N:12][CH:13]=2)[CH:5]=[CH:6][CH:7]=1. Given the reactants I[C:2]1[CH:3]=[C:4]([C:8]2[N:9]=[C:10]3[C:16]([C:17](=[O:22])[C:18]([CH3:21])([CH3:20])[CH3:19])=[CH:15][N:14]([CH2:23][O:24][CH2:25][CH2:26][Si:27]([CH3:30])([CH3:29])[CH3:28])[C:11]3=[N:12][CH:13]=2)[CH:5]=[CH:6][CH:7]=1.[CH3:31][C:32]([CH3:36])([CH3:35])[CH2:33][NH2:34], predict the reaction product. (2) Given the reactants [ClH:1].[CH3:2][S:3]([C:6]1[S:10][C:9]([N:11]2[CH2:15][CH2:14][C:13]3([CH2:20][CH2:19][NH:18][CH2:17][CH2:16]3)[CH2:12]2)=[N:8][N:7]=1)(=[O:5])=[O:4].C(N(CC)CC)C.[CH3:28][C:29]1[C:37]2[CH2:36][O:35][C:34](=[O:38])[C:33]=2[CH:32]=[CH:31][C:30]=1[C@@H:39]1[CH2:41][O:40]1, predict the reaction product. The product is: [ClH:1].[OH:40][C@H:39]([C:30]1[CH:31]=[CH:32][C:33]2[C:34](=[O:38])[O:35][CH2:36][C:37]=2[C:29]=1[CH3:28])[CH2:41][N:18]1[CH2:19][CH2:20][C:13]2([CH2:12][N:11]([C:9]3[S:10][C:6]([S:3]([CH3:2])(=[O:5])=[O:4])=[N:7][N:8]=3)[CH2:15][CH2:14]2)[CH2:16][CH2:17]1. (3) Given the reactants [F:1][C:2]([F:14])([F:13])[C:3]([C:9]([F:12])([F:11])[F:10])([OH:8])[CH2:4][CH2:5][CH2:6][OH:7].C[Li].[CH2:17]([Li])CCC.[C:22](Cl)(=[O:25])[CH:23]=[CH2:24].C(Cl)(=O)C(C)=C, predict the reaction product. The product is: [C:22]([O:7][CH2:6][CH:5]([CH3:17])[CH2:4][C:3]([C:9]([F:10])([F:11])[F:12])([OH:8])[C:2]([F:13])([F:14])[F:1])(=[O:25])[CH:23]=[CH2:24]. (4) The product is: [CH2:53]([O:52][C:50]([C:49]1[C:47]([CH:46]([F:45])[F:62])=[N:42][N:41]([C:37]([CH3:40])([CH3:39])[CH3:38])[C:55]=1[CH:56]([F:58])[F:57])=[O:51])[CH3:54]. Given the reactants B(F)(F)F.CCOCC.CN(C(F)(F)C(F)F)C.FC(F)C(=O)CC(OCC)=O.N1C=CC=CC=1.Cl.[C:37]([NH:41][NH2:42])([CH3:40])([CH3:39])[CH3:38].[OH-].[K+].[F:45][CH:46]([F:62])[C:47]([C:49](=[C:55](N(C)C)[CH:56]([F:58])[F:57])[C:50]([O:52][CH2:53][CH3:54])=[O:51])=O, predict the reaction product. (5) The product is: [CH2:2]([O:4][C:5]1[CH:6]=[CH:7][C:8]([CH:9]=[C:42]2[CH2:47][CH2:46][CH2:45][CH:44]([C:48]([O:50][CH2:51][C:52]3[CH:53]=[CH:54][CH:55]=[CH:56][CH:57]=3)=[O:49])[CH2:43]2)=[CH:29][CH:30]=1)[CH3:3]. Given the reactants [Br-].[CH2:2]([O:4][C:5]1[CH:30]=[CH:29][C:8]([CH2:9][P+](C2C=CC=CC=2)(C2C=CC=CC=2)C2C=CC=CC=2)=[CH:7][CH:6]=1)[CH3:3].C[Si]([N-][Si](C)(C)C)(C)C.[Na+].O=[C:42]1[CH2:47][CH2:46][CH2:45][CH:44]([C:48]([O:50][CH2:51][C:52]2[CH:57]=[CH:56][CH:55]=[CH:54][CH:53]=2)=[O:49])[CH2:43]1.C(OCC)(=O)C, predict the reaction product.